This data is from Reaction yield outcomes from USPTO patents with 853,638 reactions. The task is: Predict the reaction yield, written as a fraction of the theoretical maximum amount of product (1.0 means a 100% yield; for example, 0.34 means a 34% yield). (1) The reactants are [Br:1][C:2]1[CH:3]=[C:4]2[C:8](=[CH:9][CH:10]=1)[NH:7][C:6](=[O:11])[CH2:5]2.[CH2:12]([N:14]([CH2:37][CH3:38])[CH2:15][CH2:16][CH2:17][NH:18][C:19]([C:21]1[C:25]([C:26]2[CH:31]=[CH:30][CH:29]=[CH:28][CH:27]=2)=[C:24]([CH:32]=O)[NH:23][C:22]=1[CH:34]([CH3:36])[CH3:35])=[O:20])[CH3:13]. No catalyst specified. The product is [CH2:37]([N:14]([CH2:12][CH3:13])[CH2:15][CH2:16][CH2:17][NH:18][C:19]([C:21]1[C:25]([C:26]2[CH:31]=[CH:30][CH:29]=[CH:28][CH:27]=2)=[C:24]([CH:32]=[C:5]2[C:4]3[C:8](=[CH:9][CH:10]=[C:2]([Br:1])[CH:3]=3)[NH:7][C:6]2=[O:11])[NH:23][C:22]=1[CH:34]([CH3:36])[CH3:35])=[O:20])[CH3:38]. The yield is 0.710. (2) The reactants are [CH2:1]([O:3][C:4]([C:6]1[CH:7]=[N:8][C:9]2[C:14]([C:15]=1Cl)=[CH:13][C:12]([Cl:17])=[CH:11][CH:10]=2)=[O:5])[CH3:2].[CH2:18]([C:25]1[CH:30]=[CH:29][C:28]([NH2:31])=[CH:27][CH:26]=1)[C:19]1[CH:24]=[CH:23][CH:22]=[CH:21][CH:20]=1.O. The catalyst is O1CCOCC1.C(OCC)(=O)C. The product is [CH2:18]([C:25]1[CH:26]=[CH:27][C:28]([NH:31][C:15]2[C:14]3[C:9](=[CH:10][CH:11]=[C:12]([Cl:17])[CH:13]=3)[N:8]=[CH:7][C:6]=2[C:4]([O:3][CH2:1][CH3:2])=[O:5])=[CH:29][CH:30]=1)[C:19]1[CH:20]=[CH:21][CH:22]=[CH:23][CH:24]=1. The yield is 0.650.